This data is from Full USPTO retrosynthesis dataset with 1.9M reactions from patents (1976-2016). The task is: Predict the reactants needed to synthesize the given product. (1) Given the product [CH3:1][O:2][C:3]1[C:11]2[NH:10][C:9]([C:12]3[S:13][CH:14]=[CH:15][CH:16]=3)=[N:8][C:7]=2[C:6]([C:17]([NH:20][C@@H:21]2[CH2:26][CH2:25][CH2:24][N:23]([C:27]([O:29][C:30]([CH3:33])([CH3:32])[CH3:31])=[O:28])[CH2:22]2)=[O:19])=[CH:5][CH:4]=1, predict the reactants needed to synthesize it. The reactants are: [CH3:1][O:2][C:3]1[C:11]2[N:10]=[C:9]([C:12]3[S:13][CH:14]=[CH:15][CH:16]=3)[NH:8][C:7]=2[C:6]([C:17]([OH:19])=O)=[CH:5][CH:4]=1.[NH2:20][C@@H:21]1[CH2:26][CH2:25][CH2:24][N:23]([C:27]([O:29][C:30]([CH3:33])([CH3:32])[CH3:31])=[O:28])[CH2:22]1. (2) The reactants are: [CH3:1][N:2]([CH2:4][C:5]1([C:11]2[CH:16]=[CH:15][C:14]([OH:17])=[CH:13][CH:12]=2)[CH2:10][CH2:9][O:8][CH2:7][CH2:6]1)[CH3:3].Cl[CH2:19][CH:20]([CH3:27])[CH2:21][N:22]1[CH2:26][CH2:25][CH2:24][CH2:23]1.C([O-])([O-])=O.[K+].[K+]. Given the product [CH3:3][N:2]([CH3:1])[CH2:4][C:5]1([C:11]2[CH:16]=[CH:15][C:14]([O:17][CH2:19][CH:20]([CH3:27])[CH2:21][N:22]3[CH2:26][CH2:25][CH2:24][CH2:23]3)=[CH:13][CH:12]=2)[CH2:6][CH2:7][O:8][CH2:9][CH2:10]1, predict the reactants needed to synthesize it. (3) Given the product [O:1]1[C:6]2[CH:7]=[CH:8][C:9]([C:11]3[C:12]([C:18](=[O:22])[C:19]([O:21][CH3:23])=[O:20])=[C:13]([CH3:17])[S:14][C:15]=3[CH3:16])=[CH:10][C:5]=2[CH2:4][CH2:3][CH2:2]1, predict the reactants needed to synthesize it. The reactants are: [O:1]1[C:6]2[CH:7]=[CH:8][C:9]([C:11]3[C:12]([C:18](=[O:22])[C:19]([OH:21])=[O:20])=[C:13]([CH3:17])[S:14][C:15]=3[CH3:16])=[CH:10][C:5]=2[CH2:4][CH2:3][CH2:2]1.[CH3:23][Si](C=[N+]=[N-])(C)C.C(OCC)C. (4) The reactants are: CC(C)([O-])C.[K+].[F:7][C:8]1[CH:9]=[C:10]2[C:15](=[CH:16][CH:17]=1)[CH2:14][NH:13][CH2:12][CH2:11]2.Br[C:19]1[CH:24]=[C:23]([C:25]([F:28])([F:27])[F:26])[C:22]([NH:29][C:30](=[O:36])[CH2:31][C:32]([CH3:35])([CH3:34])[CH3:33])=[C:21]([Cl:37])[CH:20]=1. Given the product [Cl:37][C:21]1[CH:20]=[C:19]([N:13]2[CH2:12][CH2:11][C:10]3[C:15](=[CH:16][CH:17]=[C:8]([F:7])[CH:9]=3)[CH2:14]2)[CH:24]=[C:23]([C:25]([F:28])([F:27])[F:26])[C:22]=1[NH:29][C:30](=[O:36])[CH2:31][C:32]([CH3:34])([CH3:33])[CH3:35], predict the reactants needed to synthesize it. (5) Given the product [F:1][C:2]1[CH:26]=[C:25]([F:27])[CH:24]=[CH:23][C:3]=1[C:4]([NH:6][C:7]1[CH:12]=[C:11]([O:13][CH2:14][CH2:15][O:16][CH3:17])[CH:10]=[CH:9][C:8]=1/[CH:18]=[CH:19]/[C:20](=[O:21])[NH:61][S:58]([CH2:53][CH2:54][CH2:55][CH2:56][CH3:57])(=[O:60])=[O:59])=[O:5], predict the reactants needed to synthesize it. The reactants are: [F:1][C:2]1[CH:26]=[C:25]([F:27])[CH:24]=[CH:23][C:3]=1[C:4]([NH:6][C:7]1[CH:12]=[C:11]([O:13][CH2:14][CH2:15][O:16][CH3:17])[CH:10]=[CH:9][C:8]=1/[CH:18]=[CH:19]/[C:20](O)=[O:21])=[O:5].CC1C=CC=C([N+]([O-])=O)C=1C(OC(=O)C1C([N+]([O-])=O)=CC=CC=1C)=O.[CH2:53]([S:58]([NH2:61])(=[O:60])=[O:59])[CH2:54][CH2:55][CH2:56][CH3:57].[Cl-].[NH4+]. (6) The reactants are: Br[C:2]1[CH:3]=[C:4]2[C:9](=[CH:10][CH:11]=1)[C:8](=[O:12])[N:7]([CH2:13][CH2:14][N:15]1[CH2:19][CH2:18][CH2:17][CH2:16]1)[CH2:6][CH2:5]2.CN(C)CCN.[I-:26].[Na+].O1CCOCC1. Given the product [I:26][C:2]1[CH:3]=[C:4]2[C:9](=[CH:10][CH:11]=1)[C:8](=[O:12])[N:7]([CH2:13][CH2:14][N:15]1[CH2:19][CH2:18][CH2:17][CH2:16]1)[CH2:6][CH2:5]2, predict the reactants needed to synthesize it. (7) The reactants are: [Cl:1][C:2]1[CH:3]=[C:4]([CH:8]=[CH:9][CH:10]=1)[C:5]([OH:7])=O.CN(C(ON1N=NC2C=CC=NC1=2)=[N+](C)C)C.F[P-](F)(F)(F)(F)F.CCN(C(C)C)C(C)C.[I-].[CH2:45]([N+:49]1[N:53]=[C:52]([CH3:54])[S:51][C:50]=1[CH3:55])[CH2:46][CH2:47][CH3:48]. Given the product [CH2:45]([N:49]1[N:53]=[C:52]([CH3:54])[S:51]/[C:50]/1=[CH:55]\[C:5]([C:4]1[CH:8]=[CH:9][CH:10]=[C:2]([Cl:1])[CH:3]=1)=[O:7])[CH2:46][CH2:47][CH3:48], predict the reactants needed to synthesize it. (8) Given the product [Br:37][C:23]1[CH:22]=[CH:21][C:20]([OH:24])=[CH:19][C:18]=1[C:15]1[CH:14]=[CH:13][C:12]([C@H:11]2[N:8]([C:5]3[CH:4]=[CH:3][C:2]([F:1])=[CH:7][CH:6]=3)[C:9](=[O:36])[C@@H:10]2[CH2:25][CH2:26][C@@H:27]([C:29]2[CH:30]=[CH:31][C:32]([F:35])=[CH:33][CH:34]=2)[OH:28])=[CH:17][CH:16]=1, predict the reactants needed to synthesize it. The reactants are: [F:1][C:2]1[CH:7]=[CH:6][C:5]([N:8]2[C@H:11]([C:12]3[CH:17]=[CH:16][C:15]([C:18]4[CH:23]=[CH:22][CH:21]=[C:20]([OH:24])[CH:19]=4)=[CH:14][CH:13]=3)[C@@H:10]([CH2:25][CH2:26][C@@H:27]([C:29]3[CH:34]=[CH:33][C:32]([F:35])=[CH:31][CH:30]=3)[OH:28])[C:9]2=[O:36])=[CH:4][CH:3]=1.[Br-:37].[Br-].[Br-].C([N+](CCCC)(CCCC)CCCC)CCC.C([N+](CCCC)(CCCC)CCCC)CCC.C([N+](CCCC)(CCCC)CCCC)CCC.S([O-])([O-])(=O)=S.[Na+].[Na+].C(#N)C. (9) The reactants are: [F:1][C:2]1[CH:7]=[CH:6][CH:5]=[CH:4][C:3]=1[C:8]([N:10]1[CH2:15][CH2:14][CH:13]([O:16][C:17]2[C:26]3[C:21](=[CH:22][CH:23]=[CH:24][CH:25]=3)[C:20]([N+:27]([O-])=O)=[CH:19][N:18]=2)[CH2:12][CH2:11]1)=[O:9]. Given the product [NH2:27][C:20]1[C:21]2[C:26](=[CH:25][CH:24]=[CH:23][CH:22]=2)[C:17]([O:16][CH:13]2[CH2:14][CH2:15][N:10]([C:8]([C:3]3[CH:4]=[CH:5][CH:6]=[CH:7][C:2]=3[F:1])=[O:9])[CH2:11][CH2:12]2)=[N:18][CH:19]=1, predict the reactants needed to synthesize it.